Dataset: Peptide-MHC class II binding affinity with 134,281 pairs from IEDB. Task: Regression. Given a peptide amino acid sequence and an MHC pseudo amino acid sequence, predict their binding affinity value. This is MHC class II binding data. (1) The peptide sequence is KLRSAGELELQFRRV. The MHC is HLA-DPA10201-DPB10101 with pseudo-sequence HLA-DPA10201-DPB10101. The binding affinity (normalized) is 0.417. (2) The peptide sequence is KPPFSGMTGCGNTPI. The MHC is DRB3_0101 with pseudo-sequence DRB3_0101. The binding affinity (normalized) is 0.116.